This data is from Catalyst prediction with 721,799 reactions and 888 catalyst types from USPTO. The task is: Predict which catalyst facilitates the given reaction. (1) Reactant: Cl[C:2]1[CH:18]=[C:17]([CH:19]([CH3:21])[CH3:20])[C:5]([C:6]([NH:8][CH2:9][C:10]2[CH:15]=[CH:14][C:13]([F:16])=[CH:12][CH:11]=2)=[O:7])=[CH:4][N:3]=1.[F:22][C:23]([F:32])([F:31])[C:24]1[CH:25]=[C:26]([CH:28]=[CH:29][CH:30]=1)[NH2:27].CS(O)(=O)=O.O1CCOCC1. Product: [F:16][C:13]1[CH:14]=[CH:15][C:10]([CH2:9][NH:8][C:6](=[O:7])[C:5]2[C:17]([CH:19]([CH3:21])[CH3:20])=[CH:18][C:2]([NH:27][C:26]3[CH:28]=[CH:29][CH:30]=[C:24]([C:23]([F:22])([F:31])[F:32])[CH:25]=3)=[N:3][CH:4]=2)=[CH:11][CH:12]=1. The catalyst class is: 5. (2) Reactant: [CH3:1][O:2][C:3]1[CH:4]=[C:5]2[C:10](=[CH:11][C:12]=1[O:13][CH3:14])[N:9]=[CH:8][CH:7]=[C:6]2[O:15][C:16]1[C:22]([CH3:23])=[CH:21][C:19]([NH2:20])=[C:18]([CH3:24])[CH:17]=1.Cl[C:26](Cl)([O:28][C:29](=[O:35])OC(Cl)(Cl)Cl)Cl.C[C:38]1[CH:43]=[CH:42][CH:41]=[C:40]([CH3:44])[C:39]=1O.C(=O)(O)[O-].[Na+]. Product: [CH3:1][O:2][C:3]1[CH:4]=[C:5]2[C:10](=[CH:11][C:12]=1[O:13][CH3:14])[N:9]=[CH:8][CH:7]=[C:6]2[O:15][C:16]1[C:22]([CH3:23])=[CH:21][C:19]([NH:20][C:29](=[O:35])[O:28][C:26]2[C:42]([CH3:41])=[CH:43][CH:38]=[CH:39][C:40]=2[CH3:44])=[C:18]([CH3:24])[CH:17]=1. The catalyst class is: 208.